This data is from Catalyst prediction with 721,799 reactions and 888 catalyst types from USPTO. The task is: Predict which catalyst facilitates the given reaction. (1) Reactant: CS(Cl)(=O)=O.[CH2:6]([N:8]1[CH:12]=[C:11]([C:13]2[CH:18]=[CH:17][C:16]([F:19])=[C:15]([CH3:20])[CH:14]=2)[N:10]=[C:9]1[CH2:21]O)[CH3:7].[CH2:23]([N:25](CC)CC)C.[C-]#N.[K+]. Product: [CH2:6]([N:8]1[CH:12]=[C:11]([C:13]2[CH:18]=[CH:17][C:16]([F:19])=[C:15]([CH3:20])[CH:14]=2)[N:10]=[C:9]1[CH2:21][C:23]#[N:25])[CH3:7]. The catalyst class is: 7. (2) Reactant: [N:1]1[C:10]2[C:5](=[CH:6][CH:7]=[CH:8][CH:9]=2)[C:4]([O:11][C@H:12]2[CH2:17][CH2:16][C@H:15]([CH:18]([CH2:24][CH3:25])[C:19]([O:21]CC)=[O:20])[CH2:14][CH2:13]2)=[CH:3][CH:2]=1.O.CO.[OH-].[Li+]. Product: [N:1]1[C:10]2[C:5](=[CH:6][CH:7]=[CH:8][CH:9]=2)[C:4]([O:11][C@H:12]2[CH2:13][CH2:14][C@H:15]([CH:18]([CH2:24][CH3:25])[C:19]([OH:21])=[O:20])[CH2:16][CH2:17]2)=[CH:3][CH:2]=1. The catalyst class is: 1. (3) Reactant: P(Cl)(Cl)(Cl)=O.Cl.[N:7]1[CH:12]=[CH:11][CH:10]=[C:9]([CH2:13][N:14]2[CH2:18][CH2:17][CH2:16][C:15]2=O)[CH:8]=1.[NH2:20][C:21]1[CH:28]=[CH:27][C:26]([Br:29])=[CH:25][C:22]=1[C:23]#[N:24].[OH-].[Na+]. Product: [Br:29][C:26]1[CH:27]=[CH:28][C:21]([N:20]=[C:15]2[CH2:16][CH2:17][CH2:18][N:14]2[CH2:13][C:9]2[CH:8]=[N:7][CH:12]=[CH:11][CH:10]=2)=[C:22]([CH:25]=1)[C:23]#[N:24]. The catalyst class is: 22.